From a dataset of Forward reaction prediction with 1.9M reactions from USPTO patents (1976-2016). Predict the product of the given reaction. (1) Given the reactants [NH2:1][C:2]1[C:3]2[CH:11]=[CH:10][N:9]([C@@H:12]3[O:16][C:15]([CH2:19][OH:20])([CH2:17][OH:18])[C@@H:14]([O:21][Si:22]([C:25]([CH3:28])([CH3:27])[CH3:26])([CH3:24])[CH3:23])[CH2:13]3)[C:4]=2[N:5]=[C:6]([F:8])[N:7]=1, predict the reaction product. The product is: [NH2:1][C:2]1[C:3]2[CH:11]=[CH:10][N:9]([C@@H:12]3[O:16][C@@:15]([CH2:19][OH:20])([CH:17]=[O:18])[C@@H:14]([O:21][Si:22]([C:25]([CH3:28])([CH3:27])[CH3:26])([CH3:23])[CH3:24])[CH2:13]3)[C:4]=2[N:5]=[C:6]([F:8])[N:7]=1. (2) Given the reactants Br[C:2]1[CH:7]=[C:6]([O:8][C:9]([F:12])([F:11])[F:10])[CH:5]=[CH:4][C:3]=1[O:13][C@H:14]([CH2:16][CH:17]=[CH2:18])[CH3:15].FC1C(F)=CC([B:27]2[O:34][C:33](=[O:35])[CH2:32][N:31]([CH3:36])[CH2:30][C:29](=[O:37])[O:28]2)=C(O[C@H](CC=C)C)C=1, predict the reaction product. The product is: [CH3:36][N:31]1[CH2:32][C:33](=[O:35])[O:34][B:27]([C:2]2[CH:7]=[C:6]([O:8][C:9]([F:12])([F:11])[F:10])[CH:5]=[CH:4][C:3]=2[O:13][C@H:14]([CH2:16][CH:17]=[CH2:18])[CH3:15])[O:28][C:29](=[O:37])[CH2:30]1. (3) The product is: [CH3:46][N:35]([C:32]1[CH:33]=[CH:34][C:29]([NH:28]/[C:17](/[C:18]2[CH:23]=[CH:22][CH:21]=[CH:20][CH:19]=2)=[C:6]2\[C:5](=[O:27])[NH:4][C:8]3[C:7]\2=[CH:12][CH:11]=[C:10]([C:13]([O:15][CH3:16])=[O:14])[N:9]=3)=[CH:30][CH:31]=1)[C:36](=[O:45])[CH2:37][N:38]1[CH2:43][CH2:42][N:41]([CH3:44])[CH2:40][CH2:39]1. Given the reactants C([N:4]1[C:8]2=[N:9][C:10]([C:13]([O:15][CH3:16])=[O:14])=[CH:11][CH:12]=[C:7]2/[C:6](=[C:17](\OCC)/[C:18]2[CH:23]=[CH:22][CH:21]=[CH:20][CH:19]=2)/[C:5]1=[O:27])(=O)C.[NH2:28][C:29]1[CH:34]=[CH:33][C:32]([N:35]([CH3:46])[C:36](=[O:45])[CH2:37][N:38]2[CH2:43][CH2:42][N:41]([CH3:44])[CH2:40][CH2:39]2)=[CH:31][CH:30]=1.N1CCCCC1, predict the reaction product. (4) Given the reactants [NH:1]1[C:9]2[C:4](=[CH:5][CH:6]=[CH:7][CH:8]=2)[CH2:3][CH2:2]1.C(N(CC)CC)C.Cl[C:18]([O:20][CH2:21][CH3:22])=[O:19], predict the reaction product. The product is: [CH2:21]([O:20][C:18]([N:1]1[C:9]2[C:4](=[CH:5][CH:6]=[CH:7][CH:8]=2)[CH2:3][CH2:2]1)=[O:19])[CH3:22].